Dataset: Catalyst prediction with 721,799 reactions and 888 catalyst types from USPTO. Task: Predict which catalyst facilitates the given reaction. Product: [CH3:12][O:13][CH2:2][C:3]1[N:7]([CH3:8])[N:6]=[C:5]([N+:9]([O-:11])=[O:10])[CH:4]=1. The catalyst class is: 5. Reactant: Br[CH2:2][C:3]1[N:7]([CH3:8])[N:6]=[C:5]([N+:9]([O-:11])=[O:10])[CH:4]=1.[CH3:12][O:13][Na].